Dataset: Forward reaction prediction with 1.9M reactions from USPTO patents (1976-2016). Task: Predict the product of the given reaction. (1) Given the reactants [NH2:1][C:2]1[C:3]([CH3:13])=[C:4]([CH:9]=[C:10]([Cl:12])[CH:11]=1)[C:5]([O:7][CH3:8])=[O:6].O=[C:15]1[CH2:20][CH2:19][CH:18]([NH:21][C:22](=[O:28])[O:23][C:24]([CH3:27])([CH3:26])[CH3:25])[CH2:17][CH2:16]1.C(O)(=O)C.C(O[BH-](OC(=O)C)OC(=O)C)(=O)C.[Na+], predict the reaction product. The product is: [C:24]([O:23][C:22]([NH:21][C@H:18]1[CH2:19][CH2:20][C@H:15]([NH:1][C:2]2[C:3]([CH3:13])=[C:4]([CH:9]=[C:10]([Cl:12])[CH:11]=2)[C:5]([O:7][CH3:8])=[O:6])[CH2:16][CH2:17]1)=[O:28])([CH3:27])([CH3:25])[CH3:26]. (2) Given the reactants [Cl:1][C:2]1[C:3]([C:24]2[S:28][C:27]([C:29]3([O:33]COC)[CH2:32][CH2:31][CH2:30]3)=[N:26][CH:25]=2)=[C:4]2[CH:10]=[C:9]([C:11]3[CH:16]=[CH:15][C:14]([O:17][CH2:18][CH:19]4[CH2:23][CH2:22][CH2:21][O:20]4)=[CH:13][CH:12]=3)[NH:8][C:5]2=[N:6][CH:7]=1.ClC1C(C2SC(C3(OCOC)CCC3)=NC=2)=C2C=C(C3N=C(C4CCCN(C(OC(C)(C)C)=O)C4)ON=3)NC2=NC=1, predict the reaction product. The product is: [Cl:1][C:2]1[C:3]([C:24]2[S:28][C:27]([C:29]3([OH:33])[CH2:32][CH2:31][CH2:30]3)=[N:26][CH:25]=2)=[C:4]2[CH:10]=[C:9]([C:11]3[CH:16]=[CH:15][C:14]([O:17][CH2:18][CH:19]4[CH2:23][CH2:22][CH2:21][O:20]4)=[CH:13][CH:12]=3)[NH:8][C:5]2=[N:6][CH:7]=1. (3) Given the reactants [N-:1]=[N+:2]=[N-:3].[Na+].[S:5]([O:15][CH2:16][CH2:17][O:18][CH2:19][CH2:20][O:21][CH2:22][CH2:23][O:24][CH2:25][CH2:26]OS(C1C=CC(C)=CC=1)(=O)=O)([C:8]1[CH:14]=[CH:13][C:11]([CH3:12])=[CH:10][CH:9]=1)(=[O:7])=[O:6], predict the reaction product. The product is: [C:11]1([CH3:12])[CH:10]=[CH:9][C:8]([S:5]([O:15][CH2:16][CH2:17][O:18][CH2:19][CH2:20][O:21][CH2:22][CH2:23][O:24][CH2:25][CH2:26][N:1]=[N+:2]=[N-:3])(=[O:6])=[O:7])=[CH:14][CH:13]=1.